From a dataset of Reaction yield outcomes from USPTO patents with 853,638 reactions. Predict the reaction yield, written as a fraction of the theoretical maximum amount of product (1.0 means a 100% yield; for example, 0.34 means a 34% yield). (1) The reactants are [OH:1][CH2:2][C:3]1[CH:4]=[C:5]([C:9]2[C:14]([CH3:15])=[C:13]([CH3:16])[C:12]([OH:17])=[C:11]([CH3:18])[C:10]=2[CH3:19])[CH:6]=[CH:7][CH:8]=1.CC1C=CC(S(O[CH2:31][CH2:32][CH2:33][S:34]([CH3:37])(=[O:36])=[O:35])(=O)=O)=CC=1.C(=O)([O-])[O-].[K+].[K+].O. The catalyst is CN(C)C=O. The product is [CH3:19][C:10]1[C:11]([CH3:18])=[C:12]([O:17][CH2:31][CH2:32][CH2:33][S:34]([CH3:37])(=[O:36])=[O:35])[C:13]([CH3:16])=[C:14]([CH3:15])[C:9]=1[C:5]1[CH:6]=[CH:7][CH:8]=[C:3]([CH2:2][OH:1])[CH:4]=1. The yield is 0.850. (2) The reactants are C(OC([NH:8][C@H:9]([C:11]1[CH:20]=[CH:19][C:14]([C:15]([O:17][CH3:18])=[O:16])=[CH:13][CH:12]=1)[CH3:10])=O)(C)(C)C.FC(F)(F)C(O)=O.[Cl:28]CCl. No catalyst specified. The product is [ClH:28].[NH2:8][C@H:9]([C:11]1[CH:20]=[CH:19][C:14]([C:15]([O:17][CH3:18])=[O:16])=[CH:13][CH:12]=1)[CH3:10]. The yield is 0.950. (3) The reactants are C1(C)C=CC=CC=1.[F:8][C:9]1[CH:10]=[C:11]([CH:27]=[CH:28][CH:29]=1)[C:12]([C@@H:14]1[CH2:19][CH2:18][CH2:17][N:16]([C:20]([O:22][C:23]([CH3:26])([CH3:25])[CH3:24])=[O:21])[CH2:15]1)=[O:13].CO. The catalyst is C1COCC1.CCOC(C)=O. The product is [F:8][C:9]1[CH:10]=[C:11]([C@H:12]([OH:13])[CH:14]2[CH2:19][CH2:18][CH2:17][N:16]([C:20]([O:22][C:23]([CH3:25])([CH3:24])[CH3:26])=[O:21])[CH2:15]2)[CH:27]=[CH:28][CH:29]=1. The yield is 0.390. (4) The reactants are [Cl:1][C:2]1[CH:7]=[C:6]([O:8][CH3:9])[CH:5]=[CH:4][C:3]=1[C:10]1[CH:15]=[CH:14][N:13]=[C:12](OS(C(F)(F)F)(=O)=O)[C:11]=1[N+:24]([O-:26])=[O:25].Cl.[CH:28]1([CH:32]([NH2:35])[CH2:33][CH3:34])[CH2:31][CH2:30][CH2:29]1. No catalyst specified. The product is [Cl:1][C:2]1[CH:7]=[C:6]([O:8][CH3:9])[CH:5]=[CH:4][C:3]=1[C:10]1[CH:15]=[CH:14][N:13]=[C:12]([NH:35][CH:32]([CH:28]2[CH2:31][CH2:30][CH2:29]2)[CH2:33][CH3:34])[C:11]=1[N+:24]([O-:26])=[O:25]. The yield is 0.720. (5) The reactants are [Cl:1][C:2]1[N:3]=[C:4]([C:9]([OH:11])=O)[NH:5][C:6]=1[CH2:7][CH3:8].S(Cl)(Cl)=O.[NH2:16][C:17]1[CH:37]=[CH:36][C:20]2[N:21]([CH2:25][C:26]3[CH:35]=[CH:34][C:29]([C:30]([O:32][CH3:33])=[O:31])=[CH:28][CH:27]=3)[CH2:22][CH2:23][O:24][C:19]=2[CH:18]=1. The catalyst is N1C=CC=CC=1. The product is [Cl:1][C:2]1[N:3]=[C:4]([C:9]([NH:16][C:17]2[CH:37]=[CH:36][C:20]3[N:21]([CH2:25][C:26]4[CH:35]=[CH:34][C:29]([C:30]([O:32][CH3:33])=[O:31])=[CH:28][CH:27]=4)[CH2:22][CH2:23][O:24][C:19]=3[CH:18]=2)=[O:11])[NH:5][C:6]=1[CH2:7][CH3:8]. The yield is 0.700. (6) The reactants are [NH2:1][C:2]1[C:7]2[NH:8][C:9]([NH:11][C:12]([C:14]3[N:15]=[CH:16][C:17]4[C:22]([CH:23]=3)=[CH:21][CH:20]=[CH:19][CH:18]=4)=[O:13])=[N:10][C:6]=2[CH:5]=[CH:4][CH:3]=1.N1([C:29]([N:31]2[CH:35]=[CH:34]N=C2)=[O:30])C=CN=C1.[F:36][C:37]1[CH:42]=CC(N)=[CH:39][CH:38]=1. The catalyst is CN(C=O)C. The product is [F:36][C:37]1[CH:42]=[CH:34][C:35]([NH:31][C:29](=[O:30])[NH:1][C:2]2[C:7]3[NH:8][C:9]([NH:11][C:12]([C:14]4[N:15]=[CH:16][C:17]5[C:22]([CH:23]=4)=[CH:21][CH:20]=[CH:19][CH:18]=5)=[O:13])=[N:10][C:6]=3[CH:5]=[CH:4][CH:3]=2)=[CH:39][CH:38]=1. The yield is 0.390.